Task: Predict the reaction yield, written as a fraction of the theoretical maximum amount of product (1.0 means a 100% yield; for example, 0.34 means a 34% yield).. Dataset: Reaction yield outcomes from USPTO patents with 853,638 reactions (1) The reactants are [C:1]([C:5]1[CH:11]=[CH:10][CH:9]=[CH:8][C:6]=1[NH2:7])([CH3:4])([CH3:3])[CH3:2].[C:12]1([CH:18]([C:28]2[CH:33]=[CH:32][CH:31]=[CH:30][CH:29]=2)[N:19]2[CH2:22][CH:21](CS([O-])(=O)=O)[CH2:20]2)[CH:17]=[CH:16][CH:15]=[CH:14][CH:13]=1. The catalyst is C1(C)C=CC=CC=1. The product is [CH:18]([N:19]1[CH2:22][CH:21]([NH:7][C:6]2[CH:8]=[CH:9][CH:10]=[CH:11][C:5]=2[C:1]([CH3:4])([CH3:2])[CH3:3])[CH2:20]1)([C:28]1[CH:29]=[CH:30][CH:31]=[CH:32][CH:33]=1)[C:12]1[CH:13]=[CH:14][CH:15]=[CH:16][CH:17]=1. The yield is 0.590. (2) The reactants are [CH3:1][N:2]([CH2:4][C:5]1[CH:6]=[CH:7][C:8]([O:42][CH2:43][CH3:44])=[C:9]([NH:11][C:12]([C@H:14]([NH:26][C:27]([N:29]2[CH2:34][CH2:33][N:32]([C:35](OC(C)(C)C)=[O:36])[CH2:31][CH2:30]2)=[O:28])[C@H:15]([C:17]2[C:25]3[C:20](=[CH:21][CH:22]=[CH:23][CH:24]=3)[NH:19][CH:18]=2)[CH3:16])=[O:13])[CH:10]=1)[CH3:3].Cl.C(OCC)(=O)C.[CH:52]1(C(O)=O)[CH2:54][CH2:53]1.CCN=C=NCCCN(C)C.C1C=CC2N(O)N=NC=2C=1.C(=O)([O-])O.[Na+].C(N1CCN(C(N[C@@H](C(NC2C=C(CN(C)C)C=CC=2OCC)=O)[C@H](C2C3C(=CC=CC=3)NC=2)C)=O)CC1)(=O)C. The catalyst is C(OCC)(=O)C. The product is [CH:52]1([C:35]([N:32]2[CH2:31][CH2:30][N:29]([C:27]([NH:26][C@@H:14]([C:12]([NH:11][C:9]3[CH:10]=[C:5]([CH2:4][N:2]([CH3:1])[CH3:3])[CH:6]=[CH:7][C:8]=3[O:42][CH2:43][CH3:44])=[O:13])[C@H:15]([C:17]3[C:25]4[C:20](=[CH:21][CH:22]=[CH:23][CH:24]=4)[NH:19][CH:18]=3)[CH3:16])=[O:28])[CH2:34][CH2:33]2)=[O:36])[CH2:54][CH2:53]1. The yield is 0.230. (3) The catalyst is C1C=CC(/C=C/C(/C=C/C2C=CC=CC=2)=O)=CC=1.C1C=CC(/C=C/C(/C=C/C2C=CC=CC=2)=O)=CC=1.C1C=CC(/C=C/C(/C=C/C2C=CC=CC=2)=O)=CC=1.[Pd].[Pd].O1CCOCC1. The product is [Cl:10][C:6]1[CH:7]=[CH:8][N:9]=[C:2]([N:19]2[CH2:20][CH2:21][C:16]3[C:15]4[CH2:24][C:12]([CH3:11])([CH3:25])[CH2:13][C:14]=4[S:23][C:17]=3[C:18]2=[O:22])[C:3]=1[CH:4]=[O:5]. The yield is 0.140. The reactants are Br[C:2]1[N:9]=[CH:8][CH:7]=[C:6]([Cl:10])[C:3]=1[CH:4]=[O:5].[CH3:11][C:12]1([CH3:25])[CH2:24][C:15]2[C:16]3[CH2:21][CH2:20][NH:19][C:18](=[O:22])[C:17]=3[S:23][C:14]=2[CH2:13]1.CC1(C)C2C(=C(P(C3C=CC=CC=3)C3C=CC=CC=3)C=CC=2)OC2C(P(C3C=CC=CC=3)C3C=CC=CC=3)=CC=CC1=2.C([O-])([O-])=O.[Cs+].[Cs+]. (4) The reactants are [CH3:1][O:2][C:3]1[CH:11]=[C:10]2[C:6]([CH:7]=[CH:8][NH:9]2)=[CH:5][CH:4]=1.[C:12]([O:16][C:17](O[C:17]([O:16][C:12]([CH3:15])([CH3:14])[CH3:13])=[O:18])=[O:18])([CH3:15])([CH3:14])[CH3:13]. The catalyst is C(Cl)Cl.CN(C1C=CN=CC=1)C. The product is [C:12]([O:16][C:17]([N:9]1[C:10]2[C:6](=[CH:5][CH:4]=[C:3]([O:2][CH3:1])[CH:11]=2)[CH:7]=[CH:8]1)=[O:18])([CH3:15])([CH3:14])[CH3:13]. The yield is 0.990. (5) The reactants are [C:1]([C:3]1[CH:20]=[CH:19][C:6]([O:7][CH:8]([C:10]2[CH:18]=[CH:17][C:13]([C:14]([OH:16])=O)=[CH:12][CH:11]=2)[CH3:9])=[CH:5][CH:4]=1)#[N:2].C(N=C=NCCCN(C)C)C.ON1C2C=CC=CC=2N=N1.[NH2:42][CH2:43][C:44]1[C:45]([OH:52])=[N:46][C:47]([CH3:51])=[CH:48][C:49]=1[CH3:50]. The catalyst is ClCCl.O.C(N(CC)CC)C. The product is [C:1]([C:3]1[CH:4]=[CH:5][C:6]([O:7][CH:8]([C:10]2[CH:11]=[CH:12][C:13]([C:14]([NH:42][CH2:43][C:44]3[C:45]([OH:52])=[N:46][C:47]([CH3:51])=[CH:48][C:49]=3[CH3:50])=[O:16])=[CH:17][CH:18]=2)[CH3:9])=[CH:19][CH:20]=1)#[N:2]. The yield is 0.480. (6) The reactants are [CH3:1][C:2]1[CH:7]=[C:6]([CH2:8][C:9]2[CH:14]=[CH:13][C:12]([O:15][CH2:16][O:17][CH3:18])=[C:11]([CH:19]([CH3:21])[CH3:20])[CH:10]=2)[C:5]([CH3:22])=[CH:4][C:3]=1[OH:23].CN.[I:26]I. The catalyst is CCO.O. The product is [CH3:1][C:2]1[CH:7]=[C:6]([CH2:8][C:9]2[CH:14]=[CH:13][C:12]([O:15][CH2:16][O:17][CH3:18])=[C:11]([CH:19]([CH3:20])[CH3:21])[CH:10]=2)[C:5]([CH3:22])=[C:4]([I:26])[C:3]=1[OH:23]. The yield is 0.640. (7) The reactants are [CH3:1][O:2][C:3]1[N:8]=[CH:7][C:6]([NH2:9])=[C:5](I)[CH:4]=1.[Br:11][C:12]1[CH:13]=[C:14](B(O)O)[C:15]([F:18])=[N:16][CH:17]=1. The catalyst is [F-].[K+].C(#N)C.O. The product is [Br:11][C:12]1[CH:13]=[C:14]([C:5]2[CH:4]=[C:3]([O:2][CH3:1])[N:8]=[CH:7][C:6]=2[NH2:9])[C:15]([F:18])=[N:16][CH:17]=1. The yield is 0.710. (8) The reactants are O=[C:2]1[CH2:11][CH2:10][C:9]2[C:4](=[CH:5][CH:6]=[C:7]([C:12]3[CH:17]=[CH:16][C:15]([CH3:18])=[CH:14][CH:13]=3)[CH:8]=2)[CH:3]1[C:19]([O:21]CC)=O.[NH:24]([C:26]1[CH:31]=[CH:30][CH:29]=[CH:28][N:27]=1)[NH2:25]. No catalyst specified. The product is [N:27]1[CH:28]=[CH:29][CH:30]=[CH:31][C:26]=1[N:24]1[C:19]([OH:21])=[C:3]2[C:2]([CH2:11][CH2:10][C:9]3[CH:8]=[C:7]([C:12]4[CH:13]=[CH:14][C:15]([CH3:18])=[CH:16][CH:17]=4)[CH:6]=[CH:5][C:4]=32)=[N:25]1. The yield is 0.130.